Dataset: Forward reaction prediction with 1.9M reactions from USPTO patents (1976-2016). Task: Predict the product of the given reaction. Given the reactants BrC(C)=C.[C:5]([Li])([CH3:8])([CH3:7])[CH3:6].FC(F)(F)S(OC1[CH:17]=[CH:18][C:19]2[CH2:25][CH2:24][N:23]([C:26]([O:28][C:29]([CH3:32])([CH3:31])[CH3:30])=[O:27])[CH2:22][CH2:21][C:20]=2[N:33]=1)(=O)=O.O1C=CC=C1P(C1OC=CC=1)C1OC=CC=1, predict the reaction product. The product is: [C:5]([C:8]1[CH:17]=[CH:18][C:19]2[CH2:25][CH2:24][N:23]([C:26]([O:28][C:29]([CH3:31])([CH3:30])[CH3:32])=[O:27])[CH2:22][CH2:21][C:20]=2[N:33]=1)([CH3:7])=[CH2:6].